From a dataset of Catalyst prediction with 721,799 reactions and 888 catalyst types from USPTO. Predict which catalyst facilitates the given reaction. (1) Reactant: [Br:1][C:2]1[CH:7]=[CH:6][C:5]([F:8])=[CH:4][N:3]=1.FC(F)(F)C(O)=[O:12].OO. Product: [Br:1][C:2]1[CH:7]=[CH:6][C:5]([F:8])=[CH:4][N+:3]=1[O-:12]. The catalyst class is: 6. (2) Reactant: [Cl:1][C:2]1[N:3]=[C:4]2[C:9](=[CH:10][CH:11]=1)[N:8]=[CH:7][C:6]([CH2:12][OH:13])=[C:5]2[NH:14][C:15]1[CH:20]=[CH:19][C:18]([N:21]2[CH2:26][CH2:25][N:24]([C:27]([O:29][C:30]([CH3:33])([CH3:32])[CH3:31])=[O:28])[CH2:23][CH2:22]2)=[C:17]([C:34]([F:37])([F:36])[F:35])[CH:16]=1. Product: [Cl:1][C:2]1[N:3]=[C:4]2[C:9](=[CH:10][CH:11]=1)[N:8]=[CH:7][C:6]([CH:12]=[O:13])=[C:5]2[NH:14][C:15]1[CH:20]=[CH:19][C:18]([N:21]2[CH2:22][CH2:23][N:24]([C:27]([O:29][C:30]([CH3:32])([CH3:33])[CH3:31])=[O:28])[CH2:25][CH2:26]2)=[C:17]([C:34]([F:37])([F:35])[F:36])[CH:16]=1. The catalyst class is: 327. (3) Reactant: [F:1][C:2]([F:10])([F:9])[CH2:3][CH2:4][CH2:5][C:6]([OH:8])=[O:7].ClC(Cl)(Cl)C(=N)O[C:15]([CH3:18])([CH3:17])[CH3:16].B(F)(F)F.CCOCC.C([O-])(O)=O.[Na+]. Product: [F:1][C:2]([F:10])([F:9])[CH2:3][CH2:4][CH2:5][C:6]([O:8][C:15]([CH3:18])([CH3:17])[CH3:16])=[O:7]. The catalyst class is: 134.